Task: Predict the product of the given reaction.. Dataset: Forward reaction prediction with 1.9M reactions from USPTO patents (1976-2016) Given the reactants Cl.[CH:2]1([CH2:5][O:6][C:7]2[CH:12]=[CH:11][C:10]([O:13][CH3:14])=[CH:9][C:8]=2[C:15]2[CH:20]=[CH:19][N:18]=[C:17]3[C:21]([C:25]([NH:27][CH:28]4[CH2:33][CH2:32][NH:31][CH2:30][CH2:29]4)=[O:26])=[C:22]([CH3:24])[NH:23][C:16]=23)[CH2:4][CH2:3]1.[C:34](Cl)(=[O:36])[CH3:35], predict the reaction product. The product is: [C:34]([N:31]1[CH2:30][CH2:29][CH:28]([NH:27][C:25]([C:21]2[C:17]3=[N:18][CH:19]=[CH:20][C:15]([C:8]4[CH:9]=[C:10]([O:13][CH3:14])[CH:11]=[CH:12][C:7]=4[O:6][CH2:5][CH:2]4[CH2:4][CH2:3]4)=[C:16]3[NH:23][C:22]=2[CH3:24])=[O:26])[CH2:33][CH2:32]1)(=[O:36])[CH3:35].